This data is from Reaction yield outcomes from USPTO patents with 853,638 reactions. The task is: Predict the reaction yield, written as a fraction of the theoretical maximum amount of product (1.0 means a 100% yield; for example, 0.34 means a 34% yield). (1) The yield is 0.0700. The catalyst is CN(C=O)C.C(Cl)Cl.CN(C)C1C=CN=CC=1. The reactants are [CH2:1]([C:3]1[CH:11]=[C:10]([CH3:12])[C:9]([C:13]2[NH:17][C:16]3[CH2:18][O:19][CH2:20][CH:21]([CH3:22])[C:15]=3[N:14]=2)=[CH:8][C:4]=1[C:5](O)=[O:6])[CH3:2].Cl.[NH:24]1[CH2:29][CH2:28][CH:27]([C:30]2[CH:37]=[CH:36][C:33]([C:34]#[N:35])=[CH:32][CH:31]=2)[CH2:26][CH2:25]1.C(Cl)CCl. The product is [CH2:1]([C:3]1[CH:11]=[C:10]([CH3:12])[C:9]([C:13]2[NH:17][C:16]3[CH2:18][O:19][CH2:20][CH:21]([CH3:22])[C:15]=3[N:14]=2)=[CH:8][C:4]=1[C:5]([N:24]1[CH2:29][CH2:28][CH:27]([C:30]2[CH:37]=[CH:36][C:33]([C:34]#[N:35])=[CH:32][CH:31]=2)[CH2:26][CH2:25]1)=[O:6])[CH3:2]. (2) The reactants are [CH2:1]([OH:10])[CH2:2][CH2:3][CH2:4][CH2:5][CH2:6][CH2:7][CH2:8][OH:9].[N+:11]([C:14]1[CH:21]=[CH:20][CH:19]=[C:18]([N+]([O-])=O)[C:15]=1[C:16]#[N:17])([O-:13])=[O:12].C1CCN2C(=NCCC2)CC1. The catalyst is C1COCC1. The product is [OH:9][CH2:8][CH2:7][CH2:6][CH2:5][CH2:4][CH2:3][CH2:2][CH2:1][O:10][C:18]1[CH:19]=[CH:20][CH:21]=[C:14]([N+:11]([O-:13])=[O:12])[C:15]=1[C:16]#[N:17]. The yield is 0.623. (3) The catalyst is C1(C)C=CC=CC=1.CCO.[Pd].C1(P(C2C=CC=CC=2)C2C=CC=CC=2)C=CC=CC=1.C1(P(C2C=CC=CC=2)C2C=CC=CC=2)C=CC=CC=1.C1(P(C2C=CC=CC=2)C2C=CC=CC=2)C=CC=CC=1.C1(P(C2C=CC=CC=2)C2C=CC=CC=2)C=CC=CC=1.O. The product is [C:25]([O:24][C:22](=[O:23])[CH2:21][N:3]1[C:4]2[C:9](=[CH:8][CH:7]=[C:6]([C:17]([O:19][CH3:20])=[O:18])[CH:5]=2)[C:10]([CH:11]2[CH2:16][CH2:15][CH2:14][CH2:13][CH2:12]2)=[C:2]1[C:36]1[CH:37]=[CH:38][CH:39]=[CH:40][C:41]=1[NH:42][C:52]([O:55][C:6]([CH3:17])([CH3:7])[CH3:5])=[O:53])([CH3:28])([CH3:27])[CH3:26]. The yield is 0.920. The reactants are Br[C:2]1[N:3]([CH2:21][C:22]([O:24][C:25]([CH3:28])([CH3:27])[CH3:26])=[O:23])[C:4]2[C:9]([C:10]=1[CH:11]1[CH2:16][CH2:15][CH2:14][CH2:13][CH2:12]1)=[CH:8][CH:7]=[C:6]([C:17]([O:19][CH3:20])=[O:18])[CH:5]=2.C([C:36]1[C:41]([NH2:42])=[CH:40][CH:39]=[CH:38][C:37]=1B1OC(C)(C)C(C)(C)O1)(OC(C)(C)C)=O.[C:52]([O-:55])([O-])=[O:53].[Na+].[Na+].[Li+].[Cl-]. (4) The reactants are N(C(N1CCCCC1)=O)=NC(N1CCCCC1)=O.[CH3:19][C:20]1([CH3:32])[C:24]([CH3:26])([CH3:25])[O:23][B:22]([C:27]2[CH:28]=[N:29][NH:30][CH:31]=2)[O:21]1.O[CH2:34][CH:35]1[CH2:40][CH2:39][N:38]([C:41]([O:43][C:44]([CH3:47])([CH3:46])[CH3:45])=[O:42])[CH2:37][CH2:36]1.C(P(CCCC)CCCC)CCC. The catalyst is C1COCC1. The product is [CH3:19][C:20]1([CH3:32])[C:24]([CH3:25])([CH3:26])[O:23][B:22]([C:27]2[CH:31]=[N:30][N:29]([CH2:34][CH:35]3[CH2:40][CH2:39][N:38]([C:41]([O:43][C:44]([CH3:45])([CH3:47])[CH3:46])=[O:42])[CH2:37][CH2:36]3)[CH:28]=2)[O:21]1. The yield is 0.550. (5) The yield is 0.710. The catalyst is ClCCCl. The reactants are [CH2:1]([N:8]1[CH2:12][CH2:11][CH:10]([CH2:13][OH:14])[CH2:9]1)[C:2]1[CH:7]=[CH:6][CH:5]=[CH:4][CH:3]=1.Cl[C:16]([O:18][CH:19]=[CH2:20])=[O:17]. The product is [CH:19]([O:18][C:16](=[O:17])[O:14][CH2:13][CH:10]1[CH2:11][CH2:12][N:8]([CH2:1][C:2]2[CH:7]=[CH:6][CH:5]=[CH:4][CH:3]=2)[CH2:9]1)=[CH2:20]. (6) The reactants are [F:1][C:2]([F:12])([F:11])[C:3]1[N:8]=[CH:7][C:6]([CH2:9][OH:10])=[CH:5][CH:4]=1.B.C1COCC1.FC(F)(F)C1C=CC(C(O)=O)=CN=1. No catalyst specified. The product is [F:11][C:2]([F:1])([F:12])[C:3]1[N:8]=[CH:7][C:6]([CH2:9][OH:10])=[CH:5][CH:4]=1. The yield is 0.850. (7) The reactants are [F:1][C:2]1[CH:34]=[CH:33][CH:32]=[C:31]([F:35])[C:3]=1[CH2:4][O:5][C:6]1[C:7]2[N:8]([C:13]([C:17]([NH:19][CH2:20][C@H:21]3[CH2:26][CH2:25][C@H:24]([C:27]([O:29]C)=[O:28])[CH2:23][CH2:22]3)=[O:18])=[C:14]([CH3:16])[N:15]=2)[CH:9]=[C:10]([CH3:12])[N:11]=1.[OH-].[Li+].[ClH:38]. The catalyst is C1COCC1.CO. The product is [ClH:38].[F:1][C:2]1[CH:34]=[CH:33][CH:32]=[C:31]([F:35])[C:3]=1[CH2:4][O:5][C:6]1[C:7]2[N:8]([C:13]([C:17]([NH:19][CH2:20][C@H:21]3[CH2:22][CH2:23][C@H:24]([C:27]([OH:29])=[O:28])[CH2:25][CH2:26]3)=[O:18])=[C:14]([CH3:16])[N:15]=2)[CH:9]=[C:10]([CH3:12])[N:11]=1. The yield is 0.650. (8) The product is [CH3:18][O:17][C:8]1[CH:9]=[C:10]([CH:15]=[CH:16][C:7]=1[NH:6][C:4](=[O:5])[CH2:3]/[N:2]=[CH:30]/[CH2:29][C:28]([CH3:33])([CH3:32])[C:27]([F:35])([F:34])[F:26])[C:11]([O:13][CH3:14])=[O:12]. The yield is 0.868. The reactants are Cl.[NH2:2][CH2:3][C:4]([NH:6][C:7]1[CH:16]=[CH:15][C:10]([C:11]([O:13][CH3:14])=[O:12])=[CH:9][C:8]=1[O:17][CH3:18])=[O:5].C(N(CC)CC)C.[F:26][C:27]([F:35])([F:34])[C:28]([CH3:33])([CH3:32])[CH2:29][CH:30]=O. The catalyst is CC(OC)(C)C. (9) The reactants are C([Li])CCC.[CH2:6]([O:8][C:9]1[C@H:10]([CH:18]([CH3:20])[CH3:19])[N:11]=[C:12]([O:15][CH2:16][CH3:17])[CH2:13][N:14]=1)[CH3:7].C1COCC1.[Br:26][CH2:27][CH2:28][CH2:29][CH2:30]Br. The catalyst is C(OCC)C. The product is [CH2:6]([O:8][C:9]1[C@H:10]([CH:18]([CH3:20])[CH3:19])[N:11]=[C:12]([O:15][CH2:16][CH3:17])[C@@H:13]([CH2:30][CH2:29][CH2:28][CH2:27][Br:26])[N:14]=1)[CH3:7]. The yield is 0.570. (10) The reactants are C(O[CH:4]([O:13]CC)[C:5]1[CH:6]=[CH:7][C:8]([C:11]#[N:12])=[N:9][CH:10]=1)C.[NH2:16]O.O.[C:19](Cl)(=[O:21])[CH3:20]. The catalyst is C(O)C. The product is [CH3:20][C:19]1[O:21][N:12]=[C:11]([C:8]2[CH:7]=[CH:6][C:5]([CH:4]=[O:13])=[CH:10][N:9]=2)[N:16]=1. The yield is 0.950.